This data is from NCI-60 drug combinations with 297,098 pairs across 59 cell lines. The task is: Regression. Given two drug SMILES strings and cell line genomic features, predict the synergy score measuring deviation from expected non-interaction effect. (1) Drug 1: CC1=C2C(C(=O)C3(C(CC4C(C3C(C(C2(C)C)(CC1OC(=O)C(C(C5=CC=CC=C5)NC(=O)OC(C)(C)C)O)O)OC(=O)C6=CC=CC=C6)(CO4)OC(=O)C)OC)C)OC. Drug 2: CN1C2=C(C=C(C=C2)N(CCCl)CCCl)N=C1CCCC(=O)O.Cl. Cell line: HCT-15. Synergy scores: CSS=77.4, Synergy_ZIP=30.7, Synergy_Bliss=25.8, Synergy_Loewe=-39.1, Synergy_HSA=24.7. (2) Drug 1: C1CC(C1)(C(=O)O)C(=O)O.[NH2-].[NH2-].[Pt+2]. Drug 2: CC1CCC2CC(C(=CC=CC=CC(CC(C(=O)C(C(C(=CC(C(=O)CC(OC(=O)C3CCCCN3C(=O)C(=O)C1(O2)O)C(C)CC4CCC(C(C4)OC)OCCO)C)C)O)OC)C)C)C)OC. Cell line: SK-MEL-5. Synergy scores: CSS=6.02, Synergy_ZIP=0.580, Synergy_Bliss=1.88, Synergy_Loewe=-4.14, Synergy_HSA=-4.36. (3) Drug 1: CC12CCC3C(C1CCC2=O)CC(=C)C4=CC(=O)C=CC34C. Drug 2: C#CCC(CC1=CN=C2C(=N1)C(=NC(=N2)N)N)C3=CC=C(C=C3)C(=O)NC(CCC(=O)O)C(=O)O. Cell line: BT-549. Synergy scores: CSS=26.7, Synergy_ZIP=1.85, Synergy_Bliss=-1.34, Synergy_Loewe=0.467, Synergy_HSA=-0.621. (4) Synergy scores: CSS=-8.15, Synergy_ZIP=3.77, Synergy_Bliss=-1.12, Synergy_Loewe=-8.80, Synergy_HSA=-8.59. Drug 1: CN1C(=O)N2C=NC(=C2N=N1)C(=O)N. Cell line: CAKI-1. Drug 2: CCCCCOC(=O)NC1=NC(=O)N(C=C1F)C2C(C(C(O2)C)O)O. (5) Drug 1: C1=NC2=C(N1)C(=S)N=CN2. Drug 2: CCN(CC)CCCC(C)NC1=C2C=C(C=CC2=NC3=C1C=CC(=C3)Cl)OC. Cell line: A498. Synergy scores: CSS=8.71, Synergy_ZIP=-5.27, Synergy_Bliss=0.777, Synergy_Loewe=-7.73, Synergy_HSA=-0.849. (6) Drug 1: COC1=C(C=C2C(=C1)N=CN=C2NC3=CC(=C(C=C3)F)Cl)OCCCN4CCOCC4. Drug 2: COCCOC1=C(C=C2C(=C1)C(=NC=N2)NC3=CC=CC(=C3)C#C)OCCOC.Cl. Cell line: UACC62. Synergy scores: CSS=24.2, Synergy_ZIP=-4.26, Synergy_Bliss=0.375, Synergy_Loewe=1.47, Synergy_HSA=2.07. (7) Drug 1: CN1C(=O)N2C=NC(=C2N=N1)C(=O)N. Drug 2: CS(=O)(=O)CCNCC1=CC=C(O1)C2=CC3=C(C=C2)N=CN=C3NC4=CC(=C(C=C4)OCC5=CC(=CC=C5)F)Cl. Cell line: SNB-19. Synergy scores: CSS=-3.50, Synergy_ZIP=0.0903, Synergy_Bliss=-2.62, Synergy_Loewe=-4.58, Synergy_HSA=-4.28.